The task is: Regression. Given a peptide amino acid sequence and an MHC pseudo amino acid sequence, predict their binding affinity value. This is MHC class I binding data.. This data is from Peptide-MHC class I binding affinity with 185,985 pairs from IEDB/IMGT. The peptide sequence is FPFEYAAAF. The binding affinity (normalized) is 1.00. The MHC is Mamu-A2201 with pseudo-sequence Mamu-A2201.